From a dataset of TCR-epitope binding with 47,182 pairs between 192 epitopes and 23,139 TCRs. Binary Classification. Given a T-cell receptor sequence (or CDR3 region) and an epitope sequence, predict whether binding occurs between them. (1) The epitope is ELAGIGILTV. The TCR CDR3 sequence is CASSIEDKDQPQHF. Result: 0 (the TCR does not bind to the epitope). (2) The epitope is WICLLQFAY. The TCR CDR3 sequence is CASSLQGNTGELFF. Result: 1 (the TCR binds to the epitope).